This data is from Full USPTO retrosynthesis dataset with 1.9M reactions from patents (1976-2016). The task is: Predict the reactants needed to synthesize the given product. (1) Given the product [CH3:9][O:10][C:11]1[N:16]=[CH:15][C:14]([C:2]2[CH2:6][CH2:5][C:4](=[O:7])[C:3]=2[CH3:8])=[CH:13][CH:12]=1, predict the reactants needed to synthesize it. The reactants are: Br[C:2]1[CH2:6][CH2:5][C:4](=[O:7])[C:3]=1[CH3:8].[CH3:9][O:10][C:11]1[N:16]=[CH:15][C:14](B(O)O)=[CH:13][CH:12]=1. (2) Given the product [F:29][C:2]1([F:1])[CH2:7][CH2:6][N:5]([C:8]([C:10]2[N:11]([C:31]3[S:32][CH:33]=[CH:34][CH:35]=3)[C:12]3[C:17]([CH:18]=2)=[CH:16][C:15]([O:19][CH:20]2[CH2:25][CH2:24][N:23]([CH:26]([CH3:27])[CH3:28])[CH2:22][CH2:21]2)=[CH:14][CH:13]=3)=[O:9])[CH2:4][CH2:3]1, predict the reactants needed to synthesize it. The reactants are: [F:1][C:2]1([F:29])[CH2:7][CH2:6][N:5]([C:8]([C:10]2[NH:11][C:12]3[C:17]([CH:18]=2)=[CH:16][C:15]([O:19][CH:20]2[CH2:25][CH2:24][N:23]([CH:26]([CH3:28])[CH3:27])[CH2:22][CH2:21]2)=[CH:14][CH:13]=3)=[O:9])[CH2:4][CH2:3]1.I[C:31]1[S:32][CH:33]=[CH:34][CH:35]=1. (3) Given the product [OH:1][C:2]1[CH:11]=[C:10]([O:12][CH2:31][CH2:30][CH2:29][S:33]([OH:35])(=[O:34])=[O:32])[CH:9]=[C:8]2[C:3]=1[C:4](=[O:22])[CH2:5][CH:6]([C:13]1[CH:18]=[CH:17][C:16]([O:19][CH3:20])=[C:15]([OH:21])[CH:14]=1)[O:7]2, predict the reactants needed to synthesize it. The reactants are: [OH:1][C:2]1[CH:11]=[C:10]([OH:12])[CH:9]=[C:8]2[C:3]=1[C:4](=[O:22])[CH2:5][CH:6]([C:13]1[CH:18]=[CH:17][C:16]([O:19][CH3:20])=[C:15]([OH:21])[CH:14]=1)[O:7]2.C(=O)([O-])[O-].[K+].[K+].[CH2:29]1[S:33](=[O:35])(=[O:34])[O:32][CH2:31][CH2:30]1. (4) Given the product [CH3:1][C:2]([N:11]1[CH:15]=[C:14]([NH:16][C:17](=[O:23])[CH:18]([NH:22][C:33](=[O:34])[CH:32]([C:27]2[CH:28]=[C:29]([F:31])[CH:30]=[C:25]([F:24])[CH:26]=2)[OH:36])[CH2:19][CH2:20][CH3:21])[N:13]=[CH:12]1)([CH3:10])[CH2:3][N:4]1[CH2:5][CH2:6][O:7][CH2:8][CH2:9]1, predict the reactants needed to synthesize it. The reactants are: [CH3:1][C:2]([N:11]1[CH:15]=[C:14]([NH:16][C:17](=[O:23])[CH:18]([NH2:22])[CH2:19][CH2:20][CH3:21])[N:13]=[CH:12]1)([CH3:10])[CH2:3][N:4]1[CH2:9][CH2:8][O:7][CH2:6][CH2:5]1.[F:24][C:25]1[CH:26]=[C:27]([CH:32]([OH:36])[C:33](O)=[O:34])[CH:28]=[C:29]([F:31])[CH:30]=1. (5) Given the product [CH2:5]([O:7][CH:8]([O:16][CH2:17][CH3:18])[C:9]1[CH:14]=[CH:13][C:12]([C:33]2([OH:37])[CH2:34][N:31]([C:29]([O:28][C:24]([CH3:27])([CH3:26])[CH3:25])=[O:30])[CH2:32]2)=[CH:11][CH:10]=1)[CH3:6], predict the reactants needed to synthesize it. The reactants are: [Cl-].[Ce+3].[Cl-].[Cl-].[CH2:5]([O:7][CH:8]([O:16][CH2:17][CH3:18])[C:9]1[CH:14]=[CH:13][C:12](Br)=[CH:11][CH:10]=1)[CH3:6].[Mg].BrC(Br)C.[C:24]([O:28][C:29]([N:31]1[CH2:34][CH2:33][C:32]1=O)=[O:30])([CH3:27])([CH3:26])[CH3:25].C(OC(C)(C)C)=[O:37].